From a dataset of Forward reaction prediction with 1.9M reactions from USPTO patents (1976-2016). Predict the product of the given reaction. Given the reactants [Cl:1]N1C(=O)CCC1=O.CN(C=O)C.[CH:14]1([C:17]2[CH:22]=[C:21]([C:23]([O:25][CH3:26])=[O:24])[C:20]([OH:27])=[CH:19][C:18]=2[C:28]2[CH:33]=[CH:32][C:31]([F:34])=[CH:30][C:29]=2[F:35])[CH2:16][CH2:15]1, predict the reaction product. The product is: [Cl:1][C:19]1[C:20]([OH:27])=[C:21]([C:23]([O:25][CH3:26])=[O:24])[CH:22]=[C:17]([CH:14]2[CH2:16][CH2:15]2)[C:18]=1[C:28]1[CH:33]=[CH:32][C:31]([F:34])=[CH:30][C:29]=1[F:35].